Dataset: Forward reaction prediction with 1.9M reactions from USPTO patents (1976-2016). Task: Predict the product of the given reaction. (1) Given the reactants [CH:1]12[C:10](=[O:11])[O:9][C:7](=[O:8])[CH:3]([CH2:4][CH2:5][CH2:6]1)[CH2:2]2.[Br-].CCO[CH2:16][CH3:17], predict the reaction product. The product is: [C:7]([C@@H:3]1[CH2:4][CH2:5][CH2:6][C@H:1]([C:10]([OH:9])=[O:11])[CH2:2]1)(=[O:8])[C:17]1[CH:16]=[CH:3][CH:2]=[CH:1][CH:6]=1. (2) Given the reactants [C:1]1([OH:7])[CH:6]=[CH:5][CH:4]=[CH:3][CH:2]=1.C([O-])([O-])=O.[K+].[K+].Br[CH2:15][C:16]1[CH:25]=[CH:24][C:19]([C:20]([O:22][CH3:23])=[O:21])=[CH:18][N:17]=1, predict the reaction product. The product is: [O:7]([CH2:15][C:16]1[CH:25]=[CH:24][C:19]([C:20]([O:22][CH3:23])=[O:21])=[CH:18][N:17]=1)[C:1]1[CH:6]=[CH:5][CH:4]=[CH:3][CH:2]=1. (3) Given the reactants Cl[C:2]1[C:3]2[C:4](=[N:8][N:9]([CH2:11][C:12]3[CH:17]=[CH:16][C:15]([CH2:18][N:19]4[CH:23]=[CH:22][CH:21]=[N:20]4)=[CH:14][CH:13]=3)[CH:10]=2)[N:5]=[CH:6][N:7]=1.[F:24][C:25]1[C:30]([O:31][CH3:32])=[CH:29][CH:28]=[C:27]([N:33]2[CH:37]=[N:36][N:35]=[N:34]2)[C:26]=1[CH2:38][NH2:39].CCN(C(C)C)C(C)C, predict the reaction product. The product is: [N:19]1([CH2:18][C:15]2[CH:16]=[CH:17][C:12]([CH2:11][N:9]3[CH:10]=[C:3]4[C:4]([N:5]=[CH:6][N:7]=[C:2]4[NH:39][CH2:38][C:26]4[C:27]([N:33]5[CH:37]=[N:36][N:35]=[N:34]5)=[CH:28][CH:29]=[C:30]([O:31][CH3:32])[C:25]=4[F:24])=[N:8]3)=[CH:13][CH:14]=2)[CH:23]=[CH:22][CH:21]=[N:20]1.